This data is from Full USPTO retrosynthesis dataset with 1.9M reactions from patents (1976-2016). The task is: Predict the reactants needed to synthesize the given product. (1) Given the product [CH3:1][N:2]([CH2:3][C:4]1[CH:5]=[C:6]2[C:10](=[CH:11][CH:12]=1)[N:9]([CH3:13])[CH:8]=[CH:7]2)[C:30](=[O:31])/[CH:29]=[CH:28]/[C:25]1[CH:26]=[N:27][C:21]2[NH:20][C:19](=[O:33])[CH2:18][N:17]([CH3:16])[CH2:23][C:22]=2[CH:24]=1, predict the reactants needed to synthesize it. The reactants are: [CH3:1][NH:2][CH2:3][C:4]1[CH:5]=[C:6]2[C:10](=[CH:11][CH:12]=1)[N:9]([CH3:13])[CH:8]=[CH:7]2.Cl.Cl.[CH3:16][N:17]1[CH2:23][C:22]2[CH:24]=[C:25](/[CH:28]=[CH:29]/[C:30](O)=[O:31])[CH:26]=[N:27][C:21]=2[NH:20][C:19](=[O:33])[CH2:18]1.C1C=CC2N(O)N=NC=2C=1.C(N(C(C)C)CC)(C)C.CCN=C=NCCCN(C)C.Cl. (2) The reactants are: BrC1C=C(OC)C(N2CCN(C)CC2)=NC=1.[Br:17][C:18]1[CH:23]=[C:22](Br)[C:21]([O:25][CH3:26])=[CH:20][N:19]=1.[N:27]1([C:33]([O:35][C:36]([CH3:39])([CH3:38])[CH3:37])=[O:34])[CH2:32][CH2:31][NH:30][CH2:29][CH2:28]1.[Br:40][C:41]1[C:46]([O:47][CH3:48])=[CH:45][N:44]=[C:43]([N:49]2[CH2:54][CH2:53][N:52]([C:55]([O:57][C:58]([CH3:61])([CH3:60])[CH3:59])=[O:56])[CH2:51][CH2:50]2)[CH:42]=1. Given the product [Br:40][C:41]1[C:46]([O:47][CH3:48])=[CH:45][N:44]=[C:43]([N:49]2[CH2:54][CH2:53][N:52]([C:55]([O:57][C:58]([CH3:61])([CH3:60])[CH3:59])=[O:56])[CH2:51][CH2:50]2)[CH:42]=1.[Br:17][C:18]1[CH:23]=[C:22]([N:30]2[CH2:29][CH2:28][N:27]([C:33]([O:35][C:36]([CH3:39])([CH3:38])[CH3:37])=[O:34])[CH2:32][CH2:31]2)[C:21]([O:25][CH3:26])=[CH:20][N:19]=1, predict the reactants needed to synthesize it. (3) Given the product [Br:1][C:2]1[CH:9]=[C:8]([N:10]2[C:15]3[O:16][C:17]([CH3:21])=[CH:18][C:19](=[O:20])[C:14]=3[C:12]([CH3:13])=[N:11]2)[CH:7]=[CH:6][C:3]=1[C:4]#[N:5], predict the reactants needed to synthesize it. The reactants are: [Br:1][C:2]1[CH:9]=[C:8]([NH:10][N:11]=[C:12]([C:14]2[C:15](=O)[O:16][C:17]([CH3:21])=[CH:18][C:19]=2[OH:20])[CH3:13])[CH:7]=[CH:6][C:3]=1[C:4]#[N:5].